This data is from Full USPTO retrosynthesis dataset with 1.9M reactions from patents (1976-2016). The task is: Predict the reactants needed to synthesize the given product. (1) Given the product [C:17]([O:21][C:22](=[O:43])[N:23]([CH2:24][CH2:25][O:26][C:27]1[CH:32]=[CH:31][C:30]([C:2]2[C:7]([Cl:8])=[CH:6][C:5]([NH:9][C:10]3[N:14]=[C:13]([NH2:15])[NH:12][N:11]=3)=[CH:4][C:3]=2[Cl:16])=[CH:29][CH:28]=1)[CH3:42])([CH3:20])([CH3:18])[CH3:19], predict the reactants needed to synthesize it. The reactants are: Br[C:2]1[C:7]([Cl:8])=[CH:6][C:5]([NH:9][C:10]2[N:14]=[C:13]([NH2:15])[NH:12][N:11]=2)=[CH:4][C:3]=1[Cl:16].[C:17]([O:21][C:22](=[O:43])[N:23]([CH3:42])[CH2:24][CH2:25][O:26][C:27]1[CH:32]=[CH:31][C:30](B2OC(C)(C)C(C)(C)O2)=[CH:29][CH:28]=1)([CH3:20])([CH3:19])[CH3:18].O1CCOCC1.O.C(=O)([O-])[O-].[K+].[K+]. (2) Given the product [Br:1][C:2]1[CH:3]=[C:4]([CH2:8][OH:9])[S:5][C:6]=1[CH3:7], predict the reactants needed to synthesize it. The reactants are: [Br:1][C:2]1[CH:3]=[C:4]([CH:8]=[O:9])[S:5][C:6]=1[CH3:7].[BH4-].[Na+].[Cl-].[NH4+]. (3) Given the product [C:35]([C:13]1[CH:14]=[C:15]2[C:10](=[CH:11][CH:12]=1)[N:9]([CH3:37])[C:8]([C:5]1[CH:6]=[CH:7][C:2]([Cl:1])=[CH:3][CH:4]=1)=[C:16]2[CH2:17][CH2:18][C:19]([N:21]1[CH2:22][CH2:23][C:24]([CH2:28][C:29]2[CH:30]=[CH:31][CH:32]=[CH:33][CH:34]=2)([OH:27])[CH2:25][CH2:26]1)=[O:20])(=[O:42])[CH3:36], predict the reactants needed to synthesize it. The reactants are: [Cl:1][C:2]1[CH:7]=[CH:6][C:5]([C:8]2[N:9]([CH3:37])[C:10]3[C:15]([C:16]=2[CH2:17][CH2:18][C:19]([N:21]2[CH2:26][CH2:25][C:24]([CH2:28][C:29]4[CH:34]=[CH:33][CH:32]=[CH:31][CH:30]=4)([OH:27])[CH2:23][CH2:22]2)=[O:20])=[CH:14][C:13]([CH:35]=[CH2:36])=[CH:12][CH:11]=3)=[CH:4][CH:3]=1.Cl.CN(C)C=[O:42].O.